From a dataset of Catalyst prediction with 721,799 reactions and 888 catalyst types from USPTO. Predict which catalyst facilitates the given reaction. (1) Reactant: [Cl:1][C:2]1[CH:3]=[C:4]2[NH:10][CH:9]=[CH:8][C:5]2=[N:6][CH:7]=1.[H-].[Na+].[C:13]1([CH3:23])[CH:18]=[CH:17][C:16]([S:19](Cl)(=[O:21])=[O:20])=[CH:15][CH:14]=1. Product: [Cl:1][C:2]1[CH:3]=[C:4]2[N:10]([S:19]([C:16]3[CH:17]=[CH:18][C:13]([CH3:23])=[CH:14][CH:15]=3)(=[O:21])=[O:20])[CH:9]=[CH:8][C:5]2=[N:6][CH:7]=1. The catalyst class is: 1. (2) Reactant: [CH:1]1([CH:4]=[C:5]2[C:13]3[C:8](=[CH:9][CH:10]=[CH:11][CH:12]=3)[NH:7][C:6]2=O)[CH2:3][CH2:2]1.B.CO.Cl. Product: [CH:1]1([CH2:4][CH:5]2[C:13]3[C:8](=[CH:9][CH:10]=[CH:11][CH:12]=3)[NH:7][CH2:6]2)[CH2:2][CH2:3]1. The catalyst class is: 1. (3) Reactant: [CH2:1]([C:3]1[CH:8]=[CH:7][C:6]([C:9]2[C:10]([C:15]([NH:17][C:18]3[CH:23]=[CH:22][C:21]([NH:24][C:25](=[O:35])[CH2:26][C:27]4[N:28]=[C:29]([NH:32]C=O)[S:30][CH:31]=4)=[CH:20][CH:19]=3)=[O:16])=[CH:11][CH:12]=[CH:13][CH:14]=2)=[CH:5][CH:4]=1)[CH3:2].Cl. Product: [NH2:32][C:29]1[S:30][CH:31]=[C:27]([CH2:26][C:25]([NH:24][C:21]2[CH:20]=[CH:19][C:18]([NH:17][C:15]([C:10]3[C:9]([C:6]4[CH:5]=[CH:4][C:3]([CH2:1][CH3:2])=[CH:8][CH:7]=4)=[CH:14][CH:13]=[CH:12][CH:11]=3)=[O:16])=[CH:23][CH:22]=2)=[O:35])[N:28]=1. The catalyst class is: 5. (4) Reactant: [CH:1](=[O:8])[C:2]1[CH:7]=[CH:6][CH:5]=[CH:4][CH:3]=1.[C-]#N.[Na+].[C:12]1(/[CH:18]=[CH:19]/[C:20](=[O:22])[CH3:21])[CH:17]=[CH:16][CH:15]=[CH:14][CH:13]=1. Product: [C:2]1([C:1](=[O:8])[CH:18]([C:12]2[CH:17]=[CH:16][CH:15]=[CH:14][CH:13]=2)[CH2:19][C:20](=[O:22])[CH3:21])[CH:7]=[CH:6][CH:5]=[CH:4][CH:3]=1. The catalyst class is: 3. (5) Reactant: [Cl:1][C:2]1[CH:3]=[C:4]2[C:8](=[C:9]([C:11]([O:13][CH3:14])=[O:12])[CH:10]=1)[N:7]([CH2:15][CH:16](OC)[O:17]C)[CH:6]=[C:5]2[CH3:21].Cl. Product: [Cl:1][C:2]1[CH:3]=[C:4]2[C:8](=[C:9]([C:11]([O:13][CH3:14])=[O:12])[CH:10]=1)[N:7]([CH2:15][CH:16]=[O:17])[CH:6]=[C:5]2[CH3:21]. The catalyst class is: 1.